From a dataset of Forward reaction prediction with 1.9M reactions from USPTO patents (1976-2016). Predict the product of the given reaction. (1) The product is: [Cl:19][C:20]1[CH:25]=[C:24]([Cl:26])[CH:23]=[CH:22][C:21]=1[S:27]([NH:1][CH2:2][C@H:3]1[O:7][C:6]([CH3:8])([CH3:9])[O:5][C@@H:4]1[CH2:10][NH:11][C:12](=[O:18])[O:13][C:14]([CH3:17])([CH3:16])[CH3:15])(=[O:29])=[O:28]. Given the reactants [NH2:1][CH2:2][C@H:3]1[O:7][C:6]([CH3:9])([CH3:8])[O:5][C@@H:4]1[CH2:10][NH:11][C:12](=[O:18])[O:13][C:14]([CH3:17])([CH3:16])[CH3:15].[Cl:19][C:20]1[CH:25]=[C:24]([Cl:26])[CH:23]=[CH:22][C:21]=1[S:27](Cl)(=[O:29])=[O:28].C(N(CC)CC)C, predict the reaction product. (2) Given the reactants [NH2:1][C:2]1[S:3][C:4]([C:7]([O:9][CH2:10][CH3:11])=[O:8])=[CH:5][N:6]=1.[C:12]([C:16]1[CH:24]=[CH:23][C:19]([C:20](Cl)=[O:21])=[CH:18][CH:17]=1)([CH3:15])([CH3:14])[CH3:13].N1C=CC=CC=1.CCCCCC, predict the reaction product. The product is: [CH2:10]([O:9][C:7]([C:4]1[S:3][C:2]([NH:1][C:20](=[O:21])[C:19]2[CH:23]=[CH:24][C:16]([C:12]([CH3:14])([CH3:13])[CH3:15])=[CH:17][CH:18]=2)=[N:6][CH:5]=1)=[O:8])[CH3:11].